Predict the product of the given reaction. From a dataset of Forward reaction prediction with 1.9M reactions from USPTO patents (1976-2016). (1) Given the reactants Cl[C:2]1[N:7]=[C:6]2[N:8]=[C:9]([NH2:12])[CH:10]=[CH:11][C:5]2=[N:4][CH:3]=1.[C:13]1(B(O)O)[CH:18]=[CH:17][CH:16]=[CH:15][CH:14]=1.C(=O)([O-])[O-].[Na+].[Na+], predict the reaction product. The product is: [C:13]1([C:2]2[N:7]=[C:6]3[N:8]=[C:9]([NH2:12])[CH:10]=[CH:11][C:5]3=[N:4][CH:3]=2)[CH:18]=[CH:17][CH:16]=[CH:15][CH:14]=1. (2) Given the reactants [CH2:1]([C@H:3]1[N:8](CC2C=CC=CC=2)[CH2:7][C@@H:6]([CH2:16][OH:17])[O:5][CH2:4]1)[CH3:2], predict the reaction product. The product is: [CH2:1]([C@H:3]1[NH:8][CH2:7][C@@H:6]([CH2:16][OH:17])[O:5][CH2:4]1)[CH3:2]. (3) Given the reactants [OH:1][CH:2]([C:13]1[CH:18]=[CH:17][CH:16]=[C:15]([O:19][CH3:20])[CH:14]=1)[C:3]([C:5]1[CH:10]=[CH:9][CH:8]=[C:7]([O:11][CH3:12])[CH:6]=1)=[O:4], predict the reaction product. The product is: [CH3:20][O:19][C:15]1[CH:14]=[C:13]([C:2](=[O:1])[C:3]([C:5]2[CH:10]=[CH:9][CH:8]=[C:7]([O:11][CH3:12])[CH:6]=2)=[O:4])[CH:18]=[CH:17][CH:16]=1. (4) Given the reactants I[C:2]1[CH:7]=[CH:6][N:5]=[C:4]([NH:8][C:9](=[O:15])[O:10][C:11]([CH3:14])([CH3:13])[CH3:12])[CH:3]=1.[C:16]1(B(O)O)[CH:21]=[CH:20][CH:19]=[CH:18][CH:17]=1.C(=O)([O-])[O-].[Na+].[Na+], predict the reaction product. The product is: [C:16]1([C:2]2[CH:7]=[CH:6][N:5]=[C:4]([NH:8][C:9](=[O:15])[O:10][C:11]([CH3:14])([CH3:13])[CH3:12])[CH:3]=2)[CH:21]=[CH:20][CH:19]=[CH:18][CH:17]=1. (5) Given the reactants Cl[CH2:2][C:3]1[O:7][C:6]([CH2:8][N:9]([CH2:22][C:23]([F:26])([F:25])[F:24])[C:10]2[CH:17]=[CH:16][C:13]([C:14]#[N:15])=[C:12]([C:18]([F:21])([F:20])[F:19])[CH:11]=2)=[CH:5][CH:4]=1.[CH3:27][NH:28][CH3:29], predict the reaction product. The product is: [CH3:27][N:28]([CH2:2][C:3]1[O:7][C:6]([CH2:8][N:9]([CH2:22][C:23]([F:26])([F:25])[F:24])[C:10]2[CH:17]=[CH:16][C:13]([C:14]#[N:15])=[C:12]([C:18]([F:21])([F:20])[F:19])[CH:11]=2)=[CH:5][CH:4]=1)[CH3:29]. (6) Given the reactants [NH2:1][C:2]1[N:7]=[CH:6][N:5]=[C:4]2[N:8]([CH:12]([C:14]3[CH:21]=[C:20]([Cl:22])[C:17]([C:18]#[N:19])=[C:16]([CH:23]4[CH2:26][NH:25][CH2:24]4)[C:15]=3[O:27][CH3:28])[CH3:13])[N:9]=[C:10]([CH3:11])[C:3]=12.C(N(CC)CC)C.[C:36](Cl)(=[O:38])[CH3:37], predict the reaction product. The product is: [C:36]([N:25]1[CH2:24][CH:23]([C:16]2[C:15]([O:27][CH3:28])=[C:14]([CH:12]([N:8]3[C:4]4=[N:5][CH:6]=[N:7][C:2]([NH2:1])=[C:3]4[C:10]([CH3:11])=[N:9]3)[CH3:13])[CH:21]=[C:20]([Cl:22])[C:17]=2[C:18]#[N:19])[CH2:26]1)(=[O:38])[CH3:37]. (7) Given the reactants [CH3:1][NH:2][CH2:3][C:4]([O:6][C@H:7]([CH3:44])[CH2:8][N:9]1[C:13]([CH3:14])=[C:12]([C:15](=[O:36])[NH:16][C:17]2[CH:22]=[CH:21][C:20]([O:23][C:24]3[C:33]4[C:28](=[CH:29][C:30]([O:34][CH3:35])=[CH:31][CH:32]=4)[N:27]=[CH:26][CH:25]=3)=[CH:19][N:18]=2)[C:11](=[O:37])[N:10]1[C:38]1[CH:43]=[CH:42][CH:41]=[CH:40][CH:39]=1)=[O:5].O.O.[C:47]([OH:52])(=[O:51])[C:48]([OH:50])=[O:49], predict the reaction product. The product is: [C:47]([OH:52])(=[O:51])[C:48]([OH:50])=[O:49].[CH3:1][NH:2][CH2:3][C:4]([O:6][C@H:7]([CH3:44])[CH2:8][N:9]1[C:13]([CH3:14])=[C:12]([C:15](=[O:36])[NH:16][C:17]2[CH:22]=[CH:21][C:20]([O:23][C:24]3[C:33]4[C:28](=[CH:29][C:30]([O:34][CH3:35])=[CH:31][CH:32]=4)[N:27]=[CH:26][CH:25]=3)=[CH:19][N:18]=2)[C:11](=[O:37])[N:10]1[C:38]1[CH:39]=[CH:40][CH:41]=[CH:42][CH:43]=1)=[O:5]. (8) Given the reactants Br[C:2]1[CH:3]=[CH:4][C:5](O)=[C:6]([C:8]2[CH:17]=[CH:16][C:15]3[C:10](=[CH:11][CH:12]=[C:13]([C:18]4[N:22]([CH:23]5[CH2:28][CH2:27][CH2:26][CH2:25][CH2:24]5)[C:21]5[CH:29]=[CH:30][C:31]([C:33]([OH:35])=[O:34])=[CH:32][C:20]=5[N:19]=4)[CH:14]=3)[N:9]=2)[CH:7]=1.C(OC(C1C=CC2N(C3CCCCC3)C(C3C=CC(N)=C(C=O)C=3)=NC=2C=1)=O)C.[N:66]1(C2C=CC(C(=O)C)=CC=2)[CH2:71][CH2:70][O:69][CH2:68][CH2:67]1.[OH-].[K+], predict the reaction product. The product is: [CH:23]1([N:22]2[C:21]3[CH:29]=[CH:30][C:31]([C:33]([OH:35])=[O:34])=[CH:32][C:20]=3[N:19]=[C:18]2[C:13]2[CH:14]=[C:15]3[C:10](=[CH:11][CH:12]=2)[N:9]=[C:8]([C:6]2[CH:7]=[CH:2][C:3]([N:66]4[CH2:71][CH2:70][O:69][CH2:68][CH2:67]4)=[CH:4][CH:5]=2)[CH:17]=[CH:16]3)[CH2:24][CH2:25][CH2:26][CH2:27][CH2:28]1. (9) Given the reactants C[O:2][C:3](=[O:33])[CH2:4][C:5]1[C:14]([CH3:15])=[C:13]([C:16]2[CH:21]=[CH:20][C:19]([NH:22][C:23]([NH:25][C:26]3[CH:31]=[CH:30][CH:29]=[CH:28][CH:27]=3)=[O:24])=[CH:18][CH:17]=2)[C:12]2[C:7](=[CH:8][CH:9]=[C:10]([Cl:32])[CH:11]=2)[CH:6]=1.[OH-].[Na+], predict the reaction product. The product is: [Cl:32][C:10]1[CH:11]=[C:12]2[C:7](=[CH:8][CH:9]=1)[CH:6]=[C:5]([CH2:4][C:3]([OH:33])=[O:2])[C:14]([CH3:15])=[C:13]2[C:16]1[CH:21]=[CH:20][C:19]([NH:22][C:23]([NH:25][C:26]2[CH:27]=[CH:28][CH:29]=[CH:30][CH:31]=2)=[O:24])=[CH:18][CH:17]=1.